The task is: Predict the reaction yield, written as a fraction of the theoretical maximum amount of product (1.0 means a 100% yield; for example, 0.34 means a 34% yield).. This data is from Reaction yield outcomes from USPTO patents with 853,638 reactions. The reactants are C[O:2][C:3](=[O:37])[C@@H:4]([NH:15][C:16]([C:18]1[C:19]([CH3:36])=[N:20][C:21]([NH:25][CH2:26][CH2:27][CH2:28][C:29]2[CH:34]=[CH:33][CH:32]=[C:31]([OH:35])[CH:30]=2)=[N:22][C:23]=1[CH3:24])=[O:17])[CH2:5][NH:6][C:7]([C:9]1[S:10][CH:11]=[CH:12][C:13]=1[CH3:14])=[O:8].O.[OH-].[Li+].S([O-])(O)(=O)=O.[K+]. The catalyst is C1COCC1.O. The product is [OH:35][C:31]1[CH:30]=[C:29]([CH2:28][CH2:27][CH2:26][NH:25][C:21]2[N:20]=[C:19]([CH3:36])[C:18]([C:16]([NH:15][C@@H:4]([CH2:5][NH:6][C:7]([C:9]3[S:10][CH:11]=[CH:12][C:13]=3[CH3:14])=[O:8])[C:3]([OH:37])=[O:2])=[O:17])=[C:23]([CH3:24])[N:22]=2)[CH:34]=[CH:33][CH:32]=1. The yield is 1.00.